Dataset: Reaction yield outcomes from USPTO patents with 853,638 reactions. Task: Predict the reaction yield, written as a fraction of the theoretical maximum amount of product (1.0 means a 100% yield; for example, 0.34 means a 34% yield). (1) The reactants are [CH2:1]([O:3][C:4](=[O:17])[NH:5][C:6]1[CH:11]=[CH:10][C:9]([N+:12]([O-:14])=[O:13])=[CH:8][C:7]=1[O:15]C)[CH3:2].B(Br)(Br)Br.C(=O)(O)[O-].[Na+].Cl. The yield is 0.970. The product is [CH2:1]([O:3][C:4](=[O:17])[NH:5][C:6]1[CH:11]=[CH:10][C:9]([N+:12]([O-:14])=[O:13])=[CH:8][C:7]=1[OH:15])[CH3:2]. The catalyst is ClCCCl.O. (2) The reactants are I[C:2]1[CH:3]=[C:4]([CH:10]=[CH:11][CH:12]=1)[C:5]([O:7][CH2:8][CH3:9])=[O:6].[CH:13]([Mg]Cl)([CH3:15])[CH3:14].C(Br)C=C.C([Cu])#N. The catalyst is C1COCC1. The product is [CH2:8]([O:7][C:5](=[O:6])[C:4]1[CH:10]=[CH:11][CH:12]=[C:2]([CH2:15][CH:13]=[CH2:14])[CH:3]=1)[CH3:9]. The yield is 0.680.